The task is: Predict the reactants needed to synthesize the given product.. This data is from Full USPTO retrosynthesis dataset with 1.9M reactions from patents (1976-2016). (1) Given the product [C:33]([C:37]1[CH:70]=[CH:69][C:40]([C:41]([NH:43][C:44]2[CH:45]=[CH:46][C:47]([C:50]3[CH:58]=[C:57]4[C:53]([CH2:54][N:55]([C:60]5([C:65]([OH:67])=[O:66])[CH2:61][CH2:62][CH2:63][CH2:64]5)[C:56]4=[O:59])=[CH:52][CH:51]=3)=[CH:48][CH:49]=2)=[O:42])=[CH:39][CH:38]=1)([CH3:36])([CH3:34])[CH3:35], predict the reactants needed to synthesize it. The reactants are: C(NC1C=CC(C2C=C3C(CN([C@@H](C(C)C)C(O)=O)C3=O)=CC=2)=CC=1)(=O)C1C=CC=CC=1.[C:33]([C:37]1[CH:70]=[CH:69][C:40]([C:41]([NH:43][C:44]2[CH:49]=[CH:48][C:47]([C:50]3[CH:58]=[C:57]4[C:53]([CH2:54][N:55]([C:60]5([C:65]([O:67]C)=[O:66])[CH2:64][CH2:63][CH2:62][CH2:61]5)[C:56]4=[O:59])=[CH:52][CH:51]=3)=[CH:46][CH:45]=2)=[O:42])=[CH:39][CH:38]=1)([CH3:36])([CH3:35])[CH3:34]. (2) Given the product [Cl:5][C:6]1[CH:31]=[CH:30][C:9]([O:10][CH2:11][C:12]([N:14]2[CH2:19][C@H:18]([CH3:20])[N:17]([CH2:21][C:22]3[CH:23]=[CH:24][C:25]([F:28])=[CH:26][CH:27]=3)[CH2:16][C@H:15]2[CH3:29])=[O:13])=[C:8]([C:32](=[O:36])[CH2:33][C:34]#[N:35])[CH:7]=1, predict the reactants needed to synthesize it. The reactants are: [O-]CC.[Na+].[Cl:5][C:6]1[CH:31]=[CH:30][C:9]([O:10][CH2:11][C:12]([N:14]2[CH2:19][C@H:18]([CH3:20])[N:17]([CH2:21][C:22]3[CH:27]=[CH:26][C:25]([F:28])=[CH:24][CH:23]=3)[CH2:16][C@H:15]2[CH3:29])=[O:13])=[C:8]([C:32]2[O:36][N:35]=[CH:34][CH:33]=2)[CH:7]=1.Cl.O. (3) Given the product [CH3:1][C:2]1([C:15]([O:17][CH2:18][CH3:19])=[O:16])[CH2:7][CH2:6][NH:5][CH2:4][CH2:3]1, predict the reactants needed to synthesize it. The reactants are: [CH3:1][C:2]1([C:15]([O:17][CH2:18][CH3:19])=[O:16])[CH2:7][CH2:6][N:5](C(OC(C)(C)C)=O)[CH2:4][CH2:3]1. (4) The reactants are: [C:1]12([C:11]3[CH:16]=[CH:15][C:14]([OH:17])=[C:13]([CH3:18])[CH:12]=3)[CH2:10][CH:5]3[CH2:6][CH:7]([CH2:9][CH:3]([CH2:4]3)[CH2:2]1)[CH2:8]2.C(=O)([O-])[O-].[K+].[K+].Cl[CH2:26][C:27]([O:29][CH2:30][CH3:31])=[O:28]. Given the product [C:1]12([C:11]3[CH:16]=[CH:15][C:14]([O:17][CH2:26][C:27]([O:29][CH2:30][CH3:31])=[O:28])=[C:13]([CH3:18])[CH:12]=3)[CH2:8][CH:7]3[CH2:9][CH:3]([CH2:4][CH:5]([CH2:6]3)[CH2:10]1)[CH2:2]2, predict the reactants needed to synthesize it.